From a dataset of Reaction yield outcomes from USPTO patents with 853,638 reactions. Predict the reaction yield, written as a fraction of the theoretical maximum amount of product (1.0 means a 100% yield; for example, 0.34 means a 34% yield). (1) The reactants are [CH3:1][C:2]([C:4]1[CH:9]=[C:8]([C:10]([F:13])([F:12])[F:11])[CH:7]=[C:6]([C:14]([F:17])([F:16])[F:15])[CH:5]=1)=[O:3].[Br:18]Br. The yield is 0.880. The catalyst is C(O)(=O)C. The product is [F:17][C:14]([F:15])([F:16])[C:6]1[CH:5]=[C:4]([C:2](=[O:3])[CH2:1][Br:18])[CH:9]=[C:8]([C:10]([F:11])([F:12])[F:13])[CH:7]=1. (2) The reactants are [OH:1][CH2:2][CH:3]1[O:8][CH2:7][CH2:6][NH:5][CH2:4]1.[C:9](O[C:9]([O:11][C:12]([CH3:15])([CH3:14])[CH3:13])=[O:10])([O:11][C:12]([CH3:15])([CH3:14])[CH3:13])=[O:10]. The catalyst is CN(C)C1C=CN=CC=1.C(Cl)Cl. The product is [OH:1][CH2:2][CH:3]1[O:8][CH2:7][CH2:6][N:5]([C:9]([O:11][C:12]([CH3:15])([CH3:14])[CH3:13])=[O:10])[CH2:4]1. The yield is 0.470. (3) The reactants are Cl[C:2]1[CH:3]=[CH:4][C:5]([N+:10]([O-:12])=[O:11])=[C:6]([O:8][CH3:9])[CH:7]=1.[CH3:13][PH:14](=[O:16])[CH3:15].CC1(C)C2C(=C(P(C3C=CC=CC=3)C3C=CC=CC=3)C=CC=2)OC2C(P(C3C=CC=CC=3)C3C=CC=CC=3)=CC=CC1=2.P([O-])([O-])([O-])=O.[K+].[K+].[K+]. The catalyst is CN(C=O)C.C([O-])(=O)C.[Pd+2].C([O-])(=O)C. The product is [CH3:9][O:8][C:6]1[CH:7]=[C:2]([P:14](=[O:16])([CH3:15])[CH3:13])[CH:3]=[CH:4][C:5]=1[N+:10]([O-:12])=[O:11]. The yield is 0.300. (4) The reactants are Cl[CH2:2][CH2:3][C:4]([C:10]1[CH:15]=[CH:14][CH:13]=[CH:12][CH:11]=1)([OH:9])[CH2:5][C:6]([CH3:8])=[CH2:7].[CH3:16][C:17]([NH2:21])([C:19]#[CH:20])[CH3:18].CCN(C(C)C)C(C)C. The catalyst is CN(C=O)C. The product is [CH3:8][C:6](=[CH2:7])[CH2:5][C:4]([C:10]1[CH:15]=[CH:14][CH:13]=[CH:12][CH:11]=1)([OH:9])[CH2:3][CH2:2][NH:21][C:17]([CH3:18])([C:19]#[CH:20])[CH3:16]. The yield is 0.420.